This data is from Retrosynthesis with 50K atom-mapped reactions and 10 reaction types from USPTO. The task is: Predict the reactants needed to synthesize the given product. (1) The reactants are: O=[N+]([O-])c1ccc(N2CCCC2CNCCO)cc1. Given the product Nc1ccc(N2CCCC2CNCCO)cc1, predict the reactants needed to synthesize it. (2) Given the product CC(C)(C)OC(=O)c1ccc(CCc2ccccc2)cc1Nc1ccc(OC(F)(F)F)cc1, predict the reactants needed to synthesize it. The reactants are: CC(C)(C)OC(=O)c1ccc(CCc2ccccc2)cc1N.FC(F)(F)Oc1ccc(Br)cc1. (3) Given the product CN[C@H](Cc1ccc2ccccc2c1)C(=O)N(C)[C@H](Cc1ccccc1)C(=O)N1CCC[C@@H](CN(C)C)C1, predict the reactants needed to synthesize it. The reactants are: CN(C)C[C@@H]1CCCN(C(=O)[C@@H](Cc2ccccc2)N(C)C(=O)[C@@H](Cc2ccc3ccccc3c2)N(C)C(=O)OC(C)(C)C)C1. (4) The reactants are: CO.O=C(O)c1ccc(-c2cccnc2)cc1. Given the product COC(=O)c1ccc(-c2cccnc2)cc1, predict the reactants needed to synthesize it. (5) Given the product CCc1ccc2c(c1)C(NCC(O)C(N)Cc1cc(F)cc(F)c1)=C(O)CO2, predict the reactants needed to synthesize it. The reactants are: CCc1ccc2c(c1)C(NCC(O)C(Cc1cc(F)cc(F)c1)NC(=O)OC(C)(C)C)=C(O)CO2. (6) Given the product Cc1cc(CCC[C@H](CC(=O)O)C(=O)N[C@H](C(=O)N[C@H](C)c2ccccc2)C(C)(C)C)ccc1Oc1ccccc1, predict the reactants needed to synthesize it. The reactants are: Cc1cc(CCC[C@H](CC(=O)OC(C)(C)C)C(=O)N[C@H](C(=O)N[C@H](C)c2ccccc2)C(C)(C)C)ccc1Oc1ccccc1. (7) Given the product CCCCc1ccc(C#Cc2ccc(CN(Cc3ccc(C(=O)OC)cc3)C(=O)CCC3CCCC3)cc2)cc1, predict the reactants needed to synthesize it. The reactants are: CCCCc1ccc(C#Cc2ccc(CNCc3ccc(C(=O)OC)cc3)cc2)cc1.O=C(Cl)CCC1CCCC1.